This data is from Full USPTO retrosynthesis dataset with 1.9M reactions from patents (1976-2016). The task is: Predict the reactants needed to synthesize the given product. (1) Given the product [CH3:16][N:15]([CH3:17])[C:5]1[CH:4]=[CH:3][C:2]([C:18]2[CH:23]=[CH:22][CH:21]=[CH:20][CH:19]=2)=[CH:14][C:6]=1[C:7]([N:9]([CH2:12][CH3:13])[CH2:10][CH3:11])=[O:8], predict the reactants needed to synthesize it. The reactants are: Br[C:2]1[CH:3]=[CH:4][C:5]([N:15]([CH3:17])[CH3:16])=[C:6]([CH:14]=1)[C:7]([N:9]([CH2:12][CH3:13])[CH2:10][CH3:11])=[O:8].[C:18]1(B(O)O)[CH:23]=[CH:22][CH:21]=[CH:20][CH:19]=1.C([O-])([O-])=O.[Na+].[Na+]. (2) Given the product [C:36]1([N:26]2[C:27]([CH2:29][CH2:30][C:31]([OH:33])=[O:32])=[CH:28][C:24]([O:12][CH2:11][CH2:10][CH2:9][C:8]3[C:4]([CH2:1][CH2:2][CH3:3])=[N:5][N:6]([C:13]4[CH:18]=[CH:17][C:16]([C:19]([F:21])([F:20])[F:22])=[CH:15][N:14]=4)[CH:7]=3)=[N:25]2)[CH:41]=[CH:40][CH:39]=[CH:38][CH:37]=1, predict the reactants needed to synthesize it. The reactants are: [CH2:1]([C:4]1[C:8]([CH2:9][CH2:10][CH2:11][OH:12])=[CH:7][N:6]([C:13]2[CH:18]=[CH:17][C:16]([C:19]([F:22])([F:21])[F:20])=[CH:15][N:14]=2)[N:5]=1)[CH2:2][CH3:3].O[C:24]1[CH:28]=[C:27]([CH2:29][CH2:30][C:31]([O:33]CC)=[O:32])[N:26]([C:36]2[CH:41]=[CH:40][CH:39]=[CH:38][CH:37]=2)[N:25]=1.C(P(CCCC)CCCC)CCC.N(C(N1CCCCC1)=O)=NC(N1CCCCC1)=O. (3) Given the product [F:36][C:15]([F:14])([F:35])[C:16]1[CH:30]=[C:29]([C:31]([F:34])([F:33])[F:32])[CH:28]=[CH:27][C:17]=1[CH2:18][N:19]1[CH2:24][CH2:23][CH:22](/[CH:25]=[C:12]2/[C:8]([NH:7][CH2:6][C:2]3[O:1][CH:5]=[CH:4][N:3]=3)=[N:9][C:10](=[O:13])[S:11]/2)[CH2:21][CH2:20]1, predict the reactants needed to synthesize it. The reactants are: [O:1]1[CH:5]=[CH:4][N:3]=[C:2]1[CH2:6][NH:7][C:8]1[CH2:12][S:11][C:10](=[O:13])[N:9]=1.[F:14][C:15]([F:36])([F:35])[C:16]1[CH:30]=[C:29]([C:31]([F:34])([F:33])[F:32])[CH:28]=[CH:27][C:17]=1[CH2:18][N:19]1[CH2:24][CH2:23][CH:22]([CH:25]=O)[CH2:21][CH2:20]1.C([O-])(=O)C.[NH2+]1CCCCC1. (4) Given the product [CH2:12]([C:19]1[NH:24][C:23]([C:25]2[CH:26]=[CH:27][CH:28]=[CH:29][CH:30]=2)=[CH:22][N:21]2[C:8](=[O:10])[C:7]([CH2:6][C:2]3[O:1][CH:5]=[CH:4][CH:3]=3)=[N:31][C:20]=12)[C:13]1[CH:14]=[CH:15][CH:16]=[CH:17][CH:18]=1, predict the reactants needed to synthesize it. The reactants are: [O:1]1[CH:5]=[CH:4][CH:3]=[C:2]1[CH2:6][C:7](=O)[C:8]([OH:10])=O.[CH2:12]([C:19]1[C:20]([NH2:31])=[N:21][CH:22]=[C:23]([C:25]2[CH:30]=[CH:29][CH:28]=[CH:27][CH:26]=2)[N:24]=1)[C:13]1[CH:18]=[CH:17][CH:16]=[CH:15][CH:14]=1. (5) Given the product [Cl:24][C:25]1[CH:39]=[CH:38][CH:37]=[CH:36][C:26]=1[CH:27]1[C:28]([C:29]([O:31][CH3:32])=[O:30])=[C:33]([CH3:35])[NH:1][C:2]([CH2:9][O:10][CH2:11][CH2:12][N:13]2[C:14](=[O:23])[C:15]3=[CH:22][CH:21]=[CH:20][CH:19]=[C:16]3[C:17]2=[O:18])=[C:3]1[C:4]([O:6][CH2:7][CH3:8])=[O:5], predict the reactants needed to synthesize it. The reactants are: [NH2:1]/[C:2](/[CH2:9][O:10][CH2:11][CH2:12][N:13]1[C:17](=[O:18])[C:16]2=[CH:19][CH:20]=[CH:21][CH:22]=[C:15]2[C:14]1=[O:23])=[CH:3]\[C:4]([O:6][CH2:7][CH3:8])=[O:5].[Cl:24][C:25]1[CH:39]=[CH:38][CH:37]=[CH:36][C:26]=1[CH:27]=[C:28]([C:33]([CH3:35])=O)[C:29]([O:31][CH3:32])=[O:30]. (6) The reactants are: [N+:1]([C:4]1[CH:13]=[CH:12][CH:11]=[C:10]2[C:5]=1[CH:6]=[CH:7][NH:8][C:9]2=[O:14])([O-])=O.[Cl-].[NH4+].O. Given the product [NH2:1][C:4]1[CH:13]=[CH:12][CH:11]=[C:10]2[C:5]=1[CH:6]=[CH:7][NH:8][C:9]2=[O:14], predict the reactants needed to synthesize it. (7) Given the product [CH3:1][O:2][C:3](=[O:16])[C:4]1[CH:9]=[CH:8][CH:7]=[C:6]([O:10][C@H:11]([C:13](=[O:15])[NH:17][C:18]2[CH:25]=[CH:24][C:21]([C:22]#[N:23])=[CH:20][CH:19]=2)[CH3:12])[CH:5]=1, predict the reactants needed to synthesize it. The reactants are: [CH3:1][O:2][C:3](=[O:16])[C:4]1[CH:9]=[CH:8][CH:7]=[C:6]([O:10][C@H:11]([C:13]([OH:15])=O)[CH3:12])[CH:5]=1.[NH2:17][C:18]1[CH:25]=[CH:24][C:21]([C:22]#[N:23])=[CH:20][CH:19]=1.P(Cl)(Cl)(Cl)=O. (8) Given the product [F:32][C:2]1([F:1])[CH2:7][CH2:6][N:5]([C:8]([C:10]2[N:11]([CH2:38][CH2:37][O:36][CH3:35])[C:12]3[C:17]([CH:18]=2)=[CH:16][C:15]([C:19]([N:21]2[CH2:25][CH2:24][CH2:23][C@H:22]2[CH2:26][N:27]2[CH2:31][CH2:30][CH2:29][CH2:28]2)=[O:20])=[CH:14][CH:13]=3)=[O:9])[CH2:4][CH2:3]1, predict the reactants needed to synthesize it. The reactants are: [F:1][C:2]1([F:32])[CH2:7][CH2:6][N:5]([C:8]([C:10]2[NH:11][C:12]3[C:17]([CH:18]=2)=[CH:16][C:15]([C:19]([N:21]2[CH2:25][CH2:24][CH2:23][C@H:22]2[CH2:26][N:27]2[CH2:31][CH2:30][CH2:29][CH2:28]2)=[O:20])=[CH:14][CH:13]=3)=[O:9])[CH2:4][CH2:3]1.[H-].[Na+].[CH3:35][O:36][CH2:37][CH2:38]Br.